Dataset: Forward reaction prediction with 1.9M reactions from USPTO patents (1976-2016). Task: Predict the product of the given reaction. (1) Given the reactants C([O:20][CH2:21][CH2:22][O:23][CH2:24][CH2:25][O:26][CH2:27][CH:28]([OH:56])[CH2:29][O:30][CH2:31][CH2:32][O:33][CH2:34][CH2:35][O:36]C(C1C=CC=CC=1)(C1C=CC=CC=1)C1C=CC=CC=1)(C1C=CC=CC=1)(C1C=CC=CC=1)C1C=CC=CC=1.N1C=CC=CC=1.[H-].[Na+].[C:65]([O:69][C:70](=[O:73])[CH2:71]Br)([CH3:68])([CH3:67])[CH3:66], predict the reaction product. The product is: [C:65]([O:69][C:70](=[O:73])[CH2:71][O:56][CH:28]([CH2:27][O:26][CH2:25][CH2:24][O:23][CH2:22][CH2:21][OH:20])[CH2:29][O:30][CH2:31][CH2:32][O:33][CH2:34][CH2:35][OH:36])([CH3:68])([CH3:67])[CH3:66]. (2) Given the reactants C(O[C:6]1[CH:11]=[CH:10][C:9]([S:12]([N:15]([CH:17]([C:21]2[CH:26]=[CH:25][C:24]([O:27][CH2:28][CH2:29][CH2:30][NH:31][C:32]([O:34][CH2:35][CH3:36])=[O:33])=[CH:23][CH:22]=2)[C:18]([OH:20])=O)[CH3:16])(=[O:14])=[O:13])=[CH:8][CH:7]=1)C#CC.ON1[C:42]2C=CC=[CH:46][C:41]=2N=N1.[NH2:47][OH:48].CN([CH:52]=[O:53])C, predict the reaction product. The product is: [CH2:52]([O:53][C:11]1[CH:10]=[C:9]([S:12]([N:15]([CH3:16])[CH:17]([C:21]2[CH:22]=[CH:23][C:24]([O:27][CH2:28][CH2:29][CH2:30][NH:31][C:32](=[O:33])[O:34][CH2:35][CH3:36])=[CH:25][CH:26]=2)[C:18]([NH:47][OH:48])=[O:20])(=[O:13])=[O:14])[CH:8]=[CH:7][CH:6]=1)[C:42]#[C:41][CH3:46]. (3) Given the reactants [C:1](OC(N1CCCC1C1NC(C2C=CC(C3C=CC4C(=CC=C(C5NC(C6CCCN6C(=O)C(NC(OC)=O)C(C)C)=NC=5)C=4)C=3)=CC=2)=CN=1)=O)(C)(C)[CH3:2].[C:55]([O:59][C:60]([N:62]1[CH2:66][CH2:65][CH2:64][CH:63]1[C:67]1[NH:68][C:69]([C:72]2[CH:77]=[CH:76][C:75](Br)=[CH:74][CH:73]=2)=[CH:70][N:71]=1)=[O:61])([CH3:58])([CH3:57])[CH3:56].C(OC(N1CCCC1C1NC(C2C=CC3C(=CC=C(B4OC(C)(C)C(C)(C)O4)C=3)C=2)=CN=1)=O)(C)(C)C.[CH3:115][O:116][C:117](=[O:154])[NH:118][CH:119]([C:123]([N:125]1[CH2:129][CH2:128][CH2:127][CH:126]1[C:130]1[NH:131][C:132]([C:135]2[CH:144]=[CH:143][C:142]3[C:137](=CC=[C:140](B4OC(C)(C)C(C)(C)O4)[CH:141]=3)[CH:136]=2)=[CH:133][N:134]=1)=[O:124])[CH:120]([CH3:122])[CH3:121], predict the reaction product. The product is: [C:55]([O:59][C:60]([N:62]1[CH2:66][CH2:65][CH2:64][CH:63]1[C:67]1[NH:68][C:69]([C:72]2[CH:77]=[CH:76][C:75]3[C:74](=[CH:1][CH:2]=[C:141]([C:142]4[CH:143]=[CH:144][C:135]([C:132]5[NH:131][C:130]([CH:126]6[CH2:127][CH2:128][CH2:129][N:125]6[C:123](=[O:124])[CH:119]([NH:118][C:117]([O:116][CH3:115])=[O:154])[CH:120]([CH3:122])[CH3:121])=[N:134][CH:133]=5)=[CH:136][CH:137]=4)[CH:140]=3)[CH:73]=2)=[CH:70][N:71]=1)=[O:61])([CH3:58])([CH3:57])[CH3:56]. (4) Given the reactants CS[C:3]1[N:7]=[C:6]([C:8]2[CH:13]=[CH:12][CH:11]=[C:10]([F:14])[CH:9]=2)[S:5][N:4]=1.Cl[C:16]1C=C(C=CC=1)C(OO)=O.[S:26]([O-:29])([O-])=[O:27].[Na+].[Na+], predict the reaction product. The product is: [CH3:16][S:26]([C:3]1[N:7]=[C:6]([C:8]2[CH:13]=[CH:12][CH:11]=[C:10]([F:14])[CH:9]=2)[S:5][N:4]=1)(=[O:29])=[O:27]. (5) Given the reactants [Cl-].COC[P+](C1C=CC=CC=1)(C1C=CC=CC=1)C1C=CC=CC=1.FC1C=C(OC)C(F)=CC=1N1CCC(=O)CC1.[Br-].[CH2:42]([P+](C1C=CC=CC=1)(C1C=CC=CC=1)C1C=CC=CC=1)[CH2:43][C:44]1[CH:49]=[CH:48][CH:47]=[CH:46][CH:45]=1.[F:69][C:70]1[CH:75]=[C:74]([O:76][CH3:77])[C:73]([F:78])=[CH:72][C:71]=1[N:79]1[CH2:84][CH2:83][CH:82]([CH:85]=O)[CH2:81][CH2:80]1, predict the reaction product. The product is: [F:69][C:70]1[CH:75]=[C:74]([O:76][CH3:77])[C:73]([F:78])=[CH:72][C:71]=1[N:79]1[CH2:84][CH2:83][CH:82](/[CH:85]=[CH:42]\[CH2:43][C:44]2[CH:45]=[CH:46][CH:47]=[CH:48][CH:49]=2)[CH2:81][CH2:80]1. (6) The product is: [F:35][C:15]1[C:14]([C:12]([C:8]2[CH:9]=[C:10]3[C:5](=[CH:6][CH:7]=2)[N:4]=[CH:3][C:2]([O:40][CH2:39][CH2:38][O:37][CH3:36])=[N:11]3)=[O:13])=[C:19]([F:20])[C:18]([F:21])=[CH:17][C:16]=1[NH:22][S:23]([CH2:26][CH2:27][CH3:28])(=[O:25])=[O:24]. Given the reactants Cl[C:2]1[CH:3]=[N:4][C:5]2[C:10]([N:11]=1)=[CH:9][C:8]([C:12]([C:14]1[C:15]([F:35])=[C:16]([N:22](S(CCC)(=O)=O)[S:23]([CH2:26][CH2:27][CH3:28])(=[O:25])=[O:24])[CH:17]=[C:18]([F:21])[C:19]=1[F:20])=[O:13])=[CH:7][CH:6]=2.[CH3:36][O:37][CH2:38][CH2:39][OH:40].C([O-])([O-])=O.[Cs+].[Cs+], predict the reaction product. (7) Given the reactants CO[C:3]1[CH:8]=[CH:7][C:6]([CH:9]2[CH2:15][CH2:14][CH2:13][CH2:12][N:11]([C:16]([C:18]3[CH:23]=[CH:22][N:21]=[C:20]([NH:24][CH3:25])[CH:19]=3)=[O:17])[CH2:10]2)=[CH:5][CH:4]=1.Cl.CNC1C=C(C=CN=1)C(O)=O.Cl.[Cl:39]C1C=CC(C2CCCCNC2)=CC=1, predict the reaction product. The product is: [Cl:39][C:3]1[CH:8]=[CH:7][C:6]([CH:9]2[CH2:15][CH2:14][CH2:13][CH2:12][N:11]([C:16]([C:18]3[CH:23]=[CH:22][N:21]=[C:20]([NH:24][CH3:25])[CH:19]=3)=[O:17])[CH2:10]2)=[CH:5][CH:4]=1.